This data is from Reaction yield outcomes from USPTO patents with 853,638 reactions. The task is: Predict the reaction yield, written as a fraction of the theoretical maximum amount of product (1.0 means a 100% yield; for example, 0.34 means a 34% yield). (1) The reactants are [NH2:1][C:2]1[N:7]([C:8]2[C:13]([F:14])=[CH:12][C:11]([OH:15])=[CH:10][C:9]=2[F:16])[C:6](=[O:17])[CH:5]=[CH:4][C:3]=1[C:18](=[O:27])[C:19]1[CH:24]=[CH:23][C:22]([F:25])=[CH:21][C:20]=1[F:26].Br[CH2:29][CH2:30][CH2:31][C@@:32]([CH3:56])([C:48]([O:50][CH:51]1[CH2:55][CH2:54][CH2:53][CH2:52]1)=[O:49])[N:33]([C:41]([O:43][C:44]([CH3:47])([CH3:46])[CH3:45])=[O:42])[C:34]([O:36][C:37]([CH3:40])([CH3:39])[CH3:38])=[O:35].C(=O)([O-])[O-].[K+].[K+].[I-].[Na+]. The catalyst is CN(C=O)C.CCOC(C)=O. The product is [NH2:1][C:2]1[N:7]([C:8]2[C:9]([F:16])=[CH:10][C:11]([O:15][CH2:29][CH2:30][CH2:31][C@@:32]([CH3:56])([C:48]([O:50][CH:51]3[CH2:52][CH2:53][CH2:54][CH2:55]3)=[O:49])[N:33]([C:34]([O:36][C:37]([CH3:38])([CH3:39])[CH3:40])=[O:35])[C:41]([O:43][C:44]([CH3:45])([CH3:46])[CH3:47])=[O:42])=[CH:12][C:13]=2[F:14])[C:6](=[O:17])[CH:5]=[CH:4][C:3]=1[C:18](=[O:27])[C:19]1[CH:24]=[CH:23][C:22]([F:25])=[CH:21][C:20]=1[F:26]. The yield is 0.590. (2) The reactants are [Na].[F:2][C:3]1[CH:4]=[C:5]([C:9]2[CH:17]=[C:16]3[C:12]([CH2:13][CH2:14][C:15]3=[O:18])=[CH:11][CH:10]=2)[CH:6]=[CH:7][CH:8]=1. The catalyst is CO. The product is [F:2][C:3]1[CH:4]=[C:5]([C:9]2[CH:17]=[C:16]3[C:12]([CH2:13][CH2:14][CH:15]3[OH:18])=[CH:11][CH:10]=2)[CH:6]=[CH:7][CH:8]=1. The yield is 0.990.